The task is: Predict the reactants needed to synthesize the given product.. This data is from Full USPTO retrosynthesis dataset with 1.9M reactions from patents (1976-2016). (1) Given the product [CH3:6][N:7]1[C:15]2[C:10](=[CH:11][CH:12]=[CH:13][CH:14]=2)[C:9]([CH3:16])=[C:8]1[CH:17]=[O:19], predict the reactants needed to synthesize it. The reactants are: P(Cl)(Cl)(Cl)=O.[CH3:6][N:7]1[C:15]2[C:10](=[CH:11][CH:12]=[CH:13][CH:14]=2)[C:9]([CH3:16])=[CH:8]1.[C:17]([O-])(=[O:19])C.[Na+]. (2) The reactants are: [N:1]([CH2:4][C@@H:5]([NH:13][C:14](=[O:20])[O:15][C:16]([CH3:19])([CH3:18])[CH3:17])[CH2:6][CH:7]1[CH2:12][CH2:11][CH2:10][CH2:9][CH2:8]1)=[N+:2]=[N-:3].[H-].[Na+].[CH3:23]I. Given the product [N:1]([CH2:4][C@@H:5]([N:13]([CH3:23])[C:14](=[O:20])[O:15][C:16]([CH3:17])([CH3:19])[CH3:18])[CH2:6][CH:7]1[CH2:12][CH2:11][CH2:10][CH2:9][CH2:8]1)=[N+:2]=[N-:3], predict the reactants needed to synthesize it.